From a dataset of Full USPTO retrosynthesis dataset with 1.9M reactions from patents (1976-2016). Predict the reactants needed to synthesize the given product. Given the product [C:18]([O:22][C:23]([NH:25][C:26]1[CH:31]=[CH:30][C:29]([C:32]2[S:33][CH:34]=[C:35]([C:37]([NH:1][C:2]3[CH:3]=[CH:4][C:5]([C:8]4[S:9][CH:10]=[C:11]([C:13]([O:15][CH2:16][CH3:17])=[O:14])[N:12]=4)=[CH:6][CH:7]=3)=[O:38])[N:36]=2)=[CH:28][CH:27]=1)=[O:24])([CH3:21])([CH3:19])[CH3:20], predict the reactants needed to synthesize it. The reactants are: [NH2:1][C:2]1[CH:7]=[CH:6][C:5]([C:8]2[S:9][CH:10]=[C:11]([C:13]([O:15][CH2:16][CH3:17])=[O:14])[N:12]=2)=[CH:4][CH:3]=1.[C:18]([O:22][C:23]([NH:25][C:26]1[CH:31]=[CH:30][C:29]([C:32]2[S:33][CH:34]=[C:35]([C:37](O)=[O:38])[N:36]=2)=[CH:28][CH:27]=1)=[O:24])([CH3:21])([CH3:20])[CH3:19].CCN=C=NCCCN(C)C.